From a dataset of Peptide-MHC class I binding affinity with 185,985 pairs from IEDB/IMGT. Regression. Given a peptide amino acid sequence and an MHC pseudo amino acid sequence, predict their binding affinity value. This is MHC class I binding data. (1) The peptide sequence is HPVGEADYF. The MHC is HLA-B57:01 with pseudo-sequence HLA-B57:01. The binding affinity (normalized) is 0. (2) The peptide sequence is IFFCLWVYI. The MHC is Patr-A0901 with pseudo-sequence Patr-A0901. The binding affinity (normalized) is 0.295. (3) The peptide sequence is SSECQGEML. The MHC is HLA-A01:01 with pseudo-sequence HLA-A01:01. The binding affinity (normalized) is 0.217.